Predict the reaction yield, written as a fraction of the theoretical maximum amount of product (1.0 means a 100% yield; for example, 0.34 means a 34% yield). From a dataset of Reaction yield outcomes from USPTO patents with 853,638 reactions. (1) The reactants are [S:1]1[C:5]2[CH:6]=[CH:7][CH:8]=[CH:9][C:4]=2[N:3]=[C:2]1[O:10][C:11]1[CH:28]=[CH:27][C:14]([O:15][CH2:16][CH2:17][N:18]2[CH2:23][CH2:22][CH:21]([C:24]([NH2:26])=[O:25])[CH2:20][CH2:19]2)=[CH:13][CH:12]=1.[H-].[Na+].[CH:31]([S:34](Cl)(=[O:36])=[O:35])([CH3:33])[CH3:32]. The catalyst is C1COCC1. The product is [S:1]1[C:5]2[CH:6]=[CH:7][CH:8]=[CH:9][C:4]=2[N:3]=[C:2]1[O:10][C:11]1[CH:12]=[CH:13][C:14]([O:15][CH2:16][CH2:17][N:18]2[CH2:23][CH2:22][CH:21]([C:24]([NH:26][S:34]([CH:31]([CH3:33])[CH3:32])(=[O:36])=[O:35])=[O:25])[CH2:20][CH2:19]2)=[CH:27][CH:28]=1. The yield is 0.180. (2) The reactants are [Cl:1][C:2]1[CH:7]=[CH:6][C:5]([C@@:8]2([OH:16])[CH2:13][CH2:12][NH:11][CH2:10][C:9]2([CH3:15])[CH3:14])=[CH:4][CH:3]=1.[C:17]([O:21][C:22]([N:24]([CH3:32])[C@H:25]([CH:29]([CH3:31])[CH3:30])[C:26](O)=[O:27])=[O:23])([CH3:20])([CH3:19])[CH3:18].C1C=CC2N(O)N=NC=2C=1.C(Cl)CCl.C(N(CC)CC)C. The catalyst is C(Cl)Cl. The product is [Cl:1][C:2]1[CH:7]=[CH:6][C:5]([C@@:8]2([OH:16])[CH2:13][CH2:12][N:11]([C:26](=[O:27])[C@H:25]([N:24]([CH3:32])[C:22](=[O:23])[O:21][C:17]([CH3:19])([CH3:18])[CH3:20])[CH:29]([CH3:31])[CH3:30])[CH2:10][C:9]2([CH3:14])[CH3:15])=[CH:4][CH:3]=1. The yield is 1.00. (3) The reactants are [Cl:1][C:2]1[C:3]([F:42])=[C:4]([C@@H:8]2[C@:12]([C:15]3[CH:20]=[CH:19][C:18]([Cl:21])=[CH:17][C:16]=3[F:22])([C:13]#[N:14])[C@H:11]([CH2:23][C:24]([CH3:27])([CH3:26])[CH3:25])[NH:10][C@H:9]2[C:28]([NH:30][C:31]2[CH:39]=[CH:38][C:34]([C:35]([OH:37])=[O:36])=[CH:33][C:32]=2[O:40][CH3:41])=[O:29])[CH:5]=[CH:6][CH:7]=1.C(=O)([O-])[O-].[Cs+].[Cs+].Cl[CH:50]([O:52][C:53](=[O:60])[N:54]([CH2:58][CH3:59])[CH:55]([CH3:57])[CH3:56])[CH3:51]. The catalyst is CN(C)C=O.C(OCC)(=O)C. The product is [Cl:1][C:2]1[C:3]([F:42])=[C:4]([C@@H:8]2[C@:12]([C:15]3[CH:20]=[CH:19][C:18]([Cl:21])=[CH:17][C:16]=3[F:22])([C:13]#[N:14])[C@H:11]([CH2:23][C:24]([CH3:26])([CH3:27])[CH3:25])[NH:10][C@H:9]2[C:28]([NH:30][C:31]2[CH:39]=[CH:38][C:34]([C:35]([O:37][CH:50]([O:52][C:53](=[O:60])[N:54]([CH2:58][CH3:59])[CH:55]([CH3:56])[CH3:57])[CH3:51])=[O:36])=[CH:33][C:32]=2[O:40][CH3:41])=[O:29])[CH:5]=[CH:6][CH:7]=1. The yield is 0.540.